This data is from NCI-60 drug combinations with 297,098 pairs across 59 cell lines. The task is: Regression. Given two drug SMILES strings and cell line genomic features, predict the synergy score measuring deviation from expected non-interaction effect. (1) Drug 1: CC1=C2C(C(=O)C3(C(CC4C(C3C(C(C2(C)C)(CC1OC(=O)C(C(C5=CC=CC=C5)NC(=O)C6=CC=CC=C6)O)O)OC(=O)C7=CC=CC=C7)(CO4)OC(=O)C)O)C)OC(=O)C. Drug 2: CC12CCC3C(C1CCC2OP(=O)(O)O)CCC4=C3C=CC(=C4)OC(=O)N(CCCl)CCCl.[Na+]. Cell line: KM12. Synergy scores: CSS=70.5, Synergy_ZIP=17.9, Synergy_Bliss=15.4, Synergy_Loewe=-7.14, Synergy_HSA=17.1. (2) Drug 1: CCC1=C2CN3C(=CC4=C(C3=O)COC(=O)C4(CC)O)C2=NC5=C1C=C(C=C5)O. Drug 2: C1=NC2=C(N1)C(=S)N=CN2. Cell line: HS 578T. Synergy scores: CSS=32.7, Synergy_ZIP=-2.06, Synergy_Bliss=0.892, Synergy_Loewe=0.255, Synergy_HSA=0.380. (3) Drug 1: CC1=C(C=C(C=C1)NC2=NC=CC(=N2)N(C)C3=CC4=NN(C(=C4C=C3)C)C)S(=O)(=O)N.Cl. Drug 2: CN(CCCl)CCCl.Cl. Cell line: UO-31. Synergy scores: CSS=4.23, Synergy_ZIP=-2.72, Synergy_Bliss=-0.883, Synergy_Loewe=-2.26, Synergy_HSA=-0.205. (4) Drug 1: CC12CCC(CC1=CCC3C2CCC4(C3CC=C4C5=CN=CC=C5)C)O. Drug 2: C1CC(=O)NC(=O)C1N2CC3=C(C2=O)C=CC=C3N. Cell line: A549. Synergy scores: CSS=6.27, Synergy_ZIP=-4.37, Synergy_Bliss=-3.68, Synergy_Loewe=-2.37, Synergy_HSA=-2.31. (5) Drug 1: CCCCC(=O)OCC(=O)C1(CC(C2=C(C1)C(=C3C(=C2O)C(=O)C4=C(C3=O)C=CC=C4OC)O)OC5CC(C(C(O5)C)O)NC(=O)C(F)(F)F)O. Drug 2: CC1C(C(CC(O1)OC2CC(CC3=C2C(=C4C(=C3O)C(=O)C5=CC=CC=C5C4=O)O)(C(=O)C)O)N)O. Cell line: SN12C. Synergy scores: CSS=37.7, Synergy_ZIP=-1.56, Synergy_Bliss=-2.80, Synergy_Loewe=-5.91, Synergy_HSA=-0.890.